From a dataset of Forward reaction prediction with 1.9M reactions from USPTO patents (1976-2016). Predict the product of the given reaction. (1) Given the reactants [CH3:1][O:2][C:3]1[CH:25]=[CH:24][C:6]([CH2:7][C:8]2[C:13]([CH3:14])=[CH:12][C:11]([NH:15]C(=O)OC(C)(C)C)=[CH:10][C:9]=2[CH3:23])=[CH:5][C:4]=1[CH:26]([CH3:28])[CH3:27].C(=O)(O)[O-].[Na+], predict the reaction product. The product is: [CH:26]([C:4]1[CH:5]=[C:6]([CH:24]=[CH:25][C:3]=1[O:2][CH3:1])[CH2:7][C:8]1[C:9]([CH3:23])=[CH:10][C:11]([NH2:15])=[CH:12][C:13]=1[CH3:14])([CH3:28])[CH3:27]. (2) Given the reactants [F:1][C:2]1[CH:3]=[C:4]([CH:29]=[C:30]([F:32])[CH:31]=1)[CH2:5][C@H:6]1[C@@H:10]([C@@H:11]2[CH2:20][C:19]3[C:14](=[CH:15][CH:16]=[CH:17][CH:18]=3)[CH2:13][N:12]2C(OC(C)(C)C)=O)[O:9][C:8](=[O:28])[NH:7]1.C(O)(C(F)(F)F)=O, predict the reaction product. The product is: [F:1][C:2]1[CH:3]=[C:4]([CH:29]=[C:30]([F:32])[CH:31]=1)[CH2:5][C@H:6]1[C@@H:10]([C@@H:11]2[CH2:20][C:19]3[C:14](=[CH:15][CH:16]=[CH:17][CH:18]=3)[CH2:13][NH:12]2)[O:9][C:8](=[O:28])[NH:7]1. (3) Given the reactants [OH:1][C:2]1[CH:11]=[C:10]2[C:5]([C:6](=[O:18])[CH2:7][CH:8]([C:12]3[CH:17]=[CH:16][CH:15]=[CH:14][CH:13]=3)[O:9]2)=[CH:4][CH:3]=1.C1(P(C2C=CC=CC=2)C2C=CC=CC=2)C=CC=CC=1.[N:38]1([CH2:43][CH2:44]O)[CH:42]=[CH:41][N:40]=[CH:39]1.N(C(OCC)=O)=NC(OCC)=O, predict the reaction product. The product is: [N:38]1([CH2:43][CH2:44][O:1][C:2]2[CH:11]=[C:10]3[C:5]([C:6](=[O:18])[CH2:7][CH:8]([C:12]4[CH:17]=[CH:16][CH:15]=[CH:14][CH:13]=4)[O:9]3)=[CH:4][CH:3]=2)[CH:42]=[CH:41][N:40]=[CH:39]1. (4) Given the reactants [Si:1](Cl)([C:4]([CH3:7])([CH3:6])[CH3:5])([CH3:3])[CH3:2].[S:9]([CH3:21])[C@@H:10]1[O:18][C@H:17]([CH2:19][OH:20])[C@H:15]([OH:16])[C@H:13]([OH:14])[C@H:11]1[OH:12], predict the reaction product. The product is: [Si:1]([O:20][CH2:19][C@H:17]1[O:18][C@@H:10]([S:9][CH3:21])[C@H:11]([OH:12])[C@@H:13]([OH:14])[C@H:15]1[OH:16])([C:4]([CH3:7])([CH3:6])[CH3:5])([CH3:3])[CH3:2]. (5) Given the reactants [CH3:1][O:2][C:3]1[CH:8]=[CH:7][C:6]([C:9]2[S:13][C:12]([C:14]([NH:16][C:17]3([C:23]([O:25]C)=[O:24])[CH2:22][CH2:21][CH2:20][CH2:19][CH2:18]3)=[O:15])=[C:11]([NH:27][C:28]([NH:30][C:31]3[C:36]([CH3:37])=[CH:35][C:34]([CH3:38])=[CH:33][C:32]=3[CH3:39])=[O:29])[CH:10]=2)=[CH:5][CH:4]=1.[OH-].[Li+], predict the reaction product. The product is: [CH3:1][O:2][C:3]1[CH:8]=[CH:7][C:6]([C:9]2[S:13][C:12]([C:14]([NH:16][C:17]3([C:23]([OH:25])=[O:24])[CH2:18][CH2:19][CH2:20][CH2:21][CH2:22]3)=[O:15])=[C:11]([NH:27][C:28]([NH:30][C:31]3[C:36]([CH3:37])=[CH:35][C:34]([CH3:38])=[CH:33][C:32]=3[CH3:39])=[O:29])[CH:10]=2)=[CH:5][CH:4]=1.